Task: Predict the product of the given reaction.. Dataset: Forward reaction prediction with 1.9M reactions from USPTO patents (1976-2016) (1) The product is: [F:17][C:16]1[CH:15]=[CH:14][C:13]([CH2:18][N:19]2[CH2:39][CH2:38][C:22]3([O:27][CH2:26][CH2:25][N:24]([C:28]([C:30]4[N:31]=[C:32]([CH:35]([CH3:36])[CH3:37])[S:33][CH:34]=4)=[O:29])[CH2:23]3)[CH2:21][CH2:20]2)=[CH:12][C:11]=1[CH2:10][CH2:9][NH:8][CH2:40][C@@H:41]([C:43]1[C:51]2[S:50][C:49](=[O:52])[NH:48][C:47]=2[C:46]([OH:56])=[CH:45][CH:44]=1)[OH:42]. Given the reactants C([N:8]([CH2:40][C@@H:41]([C:43]1[C:51]2[S:50][C:49]([O:52]C(C)C)=[N:48][C:47]=2[C:46]([O:56]C(C)(C)C)=[CH:45][CH:44]=1)[OH:42])[CH2:9][CH2:10][C:11]1[CH:12]=[C:13]([CH2:18][N:19]2[CH2:39][CH2:38][C:22]3([O:27][CH2:26][CH2:25][N:24]([C:28]([C:30]4[N:31]=[C:32]([CH:35]([CH3:37])[CH3:36])[S:33][CH:34]=4)=[O:29])[CH2:23]3)[CH2:21][CH2:20]2)[CH:14]=[CH:15][C:16]=1[F:17])C1C=CC=CC=1, predict the reaction product. (2) Given the reactants [F:1][C:2]1[CH:10]=[CH:9][C:5]([C:6]([OH:8])=[O:7])=[C:4]([CH3:11])[CH:3]=1.[CH3:12]O, predict the reaction product. The product is: [F:1][C:2]1[CH:10]=[CH:9][C:5]([C:6]([O:8][CH3:12])=[O:7])=[C:4]([CH3:11])[CH:3]=1.